This data is from Forward reaction prediction with 1.9M reactions from USPTO patents (1976-2016). The task is: Predict the product of the given reaction. (1) Given the reactants [Br:1][C:2]1[C:3]([CH3:22])=[C:4]([N:8]2[C:17](=[O:18])[C:16]3[C:11](=[CH:12][C:13]([O:19][CH3:20])=[CH:14][CH:15]=3)[NH:10][C:9]2=[O:21])[CH:5]=[CH:6][CH:7]=1.IC.[C:25]([O-])([O-])=O.[Cs+].[Cs+], predict the reaction product. The product is: [Br:1][C:2]1[C:3]([CH3:22])=[C:4]([N:8]2[C:17](=[O:18])[C:16]3[C:11](=[CH:12][C:13]([O:19][CH3:20])=[CH:14][CH:15]=3)[N:10]([CH3:25])[C:9]2=[O:21])[CH:5]=[CH:6][CH:7]=1. (2) Given the reactants C(N(CC)CC)C.[CH:8]([C:10]1[C:18]2[C:13](=[N:14][CH:15]=[CH:16][CH:17]=2)[N:12](C(OC(C)(C)C)=O)[CH:11]=1)=[O:9].[CH:26](=[N:33][C:34]1[CH:39]=[CH:38][CH:37]=[C:36]([O:40][CH3:41])[CH:35]=1)[C:27]1[CH:32]=[CH:31][CH:30]=[CH:29][CH:28]=1, predict the reaction product. The product is: [CH3:41][O:40][C:36]1[CH:35]=[C:34]([NH:33][CH:26]([C:27]2[CH:32]=[CH:31][CH:30]=[CH:29][CH:28]=2)[C:8]([C:10]2[C:18]3[C:13](=[N:14][CH:15]=[CH:16][CH:17]=3)[NH:12][CH:11]=2)=[O:9])[CH:39]=[CH:38][CH:37]=1. (3) Given the reactants [NH2:1][C:2]1[NH:6][N:5]=[CH:4][C:3]=1[C:7]#[N:8].[O:9]1[C:13]2[CH:14]=[CH:15][C:16]([C:18](=O)[CH2:19][C:20](OCC)=[O:21])=[CH:17][C:12]=2[CH:11]=[CH:10]1, predict the reaction product. The product is: [O:9]1[C:13]2[CH:14]=[CH:15][C:16]([C:18]3[NH:1][C:2]4[N:6]([N:5]=[CH:4][C:3]=4[C:7]#[N:8])[C:20](=[O:21])[CH:19]=3)=[CH:17][C:12]=2[CH:11]=[CH:10]1. (4) Given the reactants [Br:1][C:2]1[C:6]2[CH:7]=[C:8]([CH2:11]Cl)[CH:9]=[CH:10][C:5]=2[S:4][CH:3]=1.[OH:13][C:14]1[CH:19]=[CH:18][C:17]([C@@H:20]([C:27]#[C:28][CH3:29])[CH2:21][C:22]([O:24][CH2:25][CH3:26])=[O:23])=[CH:16][CH:15]=1.C([O-])([O-])=O.[K+].[K+], predict the reaction product. The product is: [Br:1][C:2]1[C:6]2[CH:7]=[C:8]([CH2:11][O:13][C:14]3[CH:15]=[CH:16][C:17]([C@@H:20]([C:27]#[C:28][CH3:29])[CH2:21][C:22]([O:24][CH2:25][CH3:26])=[O:23])=[CH:18][CH:19]=3)[CH:9]=[CH:10][C:5]=2[S:4][CH:3]=1. (5) The product is: [Cl:1][CH:2]([Cl:9])/[C:3](=[N:21]/[NH:20][S:17]([C:14]1[CH:15]=[CH:16][C:11]([CH3:10])=[CH:12][CH:13]=1)(=[O:18])=[O:19])/[CH2:4][CH2:5][CH2:6][CH3:7]. Given the reactants [Cl:1][CH:2]([Cl:9])[C:3](=O)[CH2:4][CH2:5][CH2:6][CH3:7].[CH3:10][C:11]1[CH:16]=[CH:15][C:14]([S:17]([NH:20][NH2:21])(=[O:19])=[O:18])=[CH:13][CH:12]=1.C(O)(=O)CC, predict the reaction product. (6) Given the reactants Br[C:2]1[C:11]2[C:6](=[CH:7][CH:8]=[CH:9][CH:10]=2)[N:5]=[C:4]([NH:12][CH2:13][CH2:14][N:15]([CH2:18][CH3:19])[CH2:16][CH3:17])[CH:3]=1.[B:20]1(B2OC(C)(C)C(C)(C)O2)[O:24]C(C)(C)C(C)(C)[O:21]1.C([O-])(=O)C.[K+], predict the reaction product. The product is: [CH2:16]([N:15]([CH2:18][CH3:19])[CH2:14][CH2:13][NH:12][C:4]1[CH:3]=[C:2]([B:20]([OH:24])[OH:21])[C:11]2[C:6](=[CH:7][CH:8]=[CH:9][CH:10]=2)[N:5]=1)[CH3:17].